Task: Predict the reactants needed to synthesize the given product.. Dataset: Full USPTO retrosynthesis dataset with 1.9M reactions from patents (1976-2016) (1) The reactants are: [Si]([O:8][CH2:9][C@@H:10]1[C@@H:14]([O:15][Si:16]([CH:23]([CH3:25])[CH3:24])([CH:20]([CH3:22])[CH3:21])[CH:17]([CH3:19])[CH3:18])[CH2:13][C@H:12]([NH:26][C:27]2[C:32]([C:33]([C:35]3[S:36][CH:37]=[C:38]([CH2:40][CH2:41][C:42]4[CH:47]=[CH:46][CH:45]=[CH:44][C:43]=4[O:48][CH3:49])[CH:39]=3)=[O:34])=[CH:31][N:30]=[CH:29][N:28]=2)[CH2:11]1)(C(C)(C)C)(C)C.Cl. Given the product [OH:8][CH2:9][C@@H:10]1[C@@H:14]([O:15][Si:16]([CH:23]([CH3:24])[CH3:25])([CH:20]([CH3:22])[CH3:21])[CH:17]([CH3:18])[CH3:19])[CH2:13][C@H:12]([NH:26][C:27]2[C:32]([C:33]([C:35]3[S:36][CH:37]=[C:38]([CH2:40][CH2:41][C:42]4[CH:47]=[CH:46][CH:45]=[CH:44][C:43]=4[O:48][CH3:49])[CH:39]=3)=[O:34])=[CH:31][N:30]=[CH:29][N:28]=2)[CH2:11]1, predict the reactants needed to synthesize it. (2) The reactants are: S(Cl)(Cl)=O.[Br:5][C:6]1[C:15]2[C:10](=[CH:11][CH:12]=[CH:13][CH:14]=2)[C:9]([C:16](=[O:32])[CH2:17][C:18]([C:24]2[CH:29]=[C:28]([Cl:30])[CH:27]=[C:26]([Cl:31])[CH:25]=2)(O)[C:19]([F:22])([F:21])[F:20])=[CH:8][CH:7]=1.Cl. Given the product [Br:5][C:6]1[C:15]2[C:10](=[CH:11][CH:12]=[CH:13][CH:14]=2)[C:9]([C:16](=[O:32])[CH:17]=[C:18]([C:24]2[CH:25]=[C:26]([Cl:31])[CH:27]=[C:28]([Cl:30])[CH:29]=2)[C:19]([F:21])([F:22])[F:20])=[CH:8][CH:7]=1, predict the reactants needed to synthesize it. (3) Given the product [C:4]([CH2:3][CH2:2][C:1]([O:12][CH2:13][CH2:14][N:15]([CH3:16])[CH2:17][CH2:18][NH:19][C:20]([C@:22]12[CH2:60][CH2:59][C@@H:58]([C:61]([CH3:63])=[CH2:62])[C@@H:23]1[C@@H:24]1[C@@:37]([CH3:40])([CH2:38][CH2:39]2)[C@@:36]2([CH3:41])[C@@H:27]([C@:28]3([CH3:57])[C@@H:33]([CH2:34][CH2:35]2)[C:32]([CH3:43])([CH3:42])[C:31]([C:44]2[CH:45]=[CH:46][C:47]([C:50]([OH:52])=[O:51])=[CH:48][CH:49]=2)=[CH:30][CH2:29]3)[CH2:26][CH2:25]1)=[O:21])=[O:11])([OH:6])=[O:5], predict the reactants needed to synthesize it. The reactants are: [C:1]([O:12][CH2:13][CH2:14][N:15]([CH2:17][CH2:18][NH:19][C:20]([C@:22]12[CH2:60][CH2:59][C@@H:58]([C:61]([CH3:63])=[CH2:62])[C@@H:23]1[C@@H:24]1[C@@:37]([CH3:40])([CH2:38][CH2:39]2)[C@@:36]2([CH3:41])[C@@H:27]([C@:28]3([CH3:57])[C@@H:33]([CH2:34][CH2:35]2)[C:32]([CH3:43])([CH3:42])[C:31]([C:44]2[CH:49]=[CH:48][C:47]([C:50]([O:52]C(C)(C)C)=[O:51])=[CH:46][CH:45]=2)=[CH:30][CH2:29]3)[CH2:26][CH2:25]1)=[O:21])[CH3:16])(=[O:11])[CH2:2][CH2:3][C:4]([O:6]C(C)(C)C)=[O:5].Cl. (4) Given the product [Cl:17][CH:18]([Cl:22])[C:19]([NH:1][C:2]1[CH:3]=[N:4][CH:5]=[C:6]([C:8]#[CH:9])[CH:7]=1)=[O:20], predict the reactants needed to synthesize it. The reactants are: [NH2:1][C:2]1[CH:3]=[N:4][CH:5]=[C:6]([C:8]#[CH:9])[CH:7]=1.C(N(CC)CC)C.[Cl:17][CH:18]([Cl:22])[C:19](Cl)=[O:20].O. (5) Given the product [Cl:1][C:2]1[CH:23]=[CH:22][C:5]([N:6]([C:15]2[CH:20]=[CH:19][C:18]([Cl:21])=[CH:17][CH:16]=2)[C:7]2[CH:12]=[CH:11][C:10]([OH:13])=[CH:9][CH:8]=2)=[CH:4][CH:3]=1, predict the reactants needed to synthesize it. The reactants are: [Cl:1][C:2]1[CH:23]=[CH:22][C:5]([N:6]([C:15]2[CH:20]=[CH:19][C:18]([Cl:21])=[CH:17][CH:16]=2)[C:7]2[CH:12]=[CH:11][C:10]([O:13]C)=[CH:9][CH:8]=2)=[CH:4][CH:3]=1.B(Br)(Br)Br.O.